Task: Predict which catalyst facilitates the given reaction.. Dataset: Catalyst prediction with 721,799 reactions and 888 catalyst types from USPTO (1) Reactant: Br[CH2:2][C:3]1[CH:12]=[CH:11][C:10]2[C:5](=[CH:6][CH:7]=[C:8]([O:13][CH3:14])[CH:9]=2)[CH:4]=1.Cl.[O:16]=[C:17]1[C:22]([C:23]([O:25][CH2:26][CH3:27])=[O:24])=[CH:21][CH:20]=[CH:19][NH:18]1.[H-].[Na+]. Product: [CH3:14][O:13][C:8]1[CH:9]=[C:10]2[C:5](=[CH:6][CH:7]=1)[CH:4]=[C:3]([CH2:2][N:18]1[CH:19]=[CH:20][CH:21]=[C:22]([C:23]([O:25][CH2:26][CH3:27])=[O:24])[C:17]1=[O:16])[CH:12]=[CH:11]2. The catalyst class is: 3. (2) Reactant: [Cl:1][C:2]1[CH:7]=[CH:6][C:5]([O:8][CH3:9])=[CH:4][C:3]=1[CH:10]([CH3:25])[C:11]([C:13]1[CH:14]=[CH:15][C:16]2[O:21][CH2:20][C:19](=[O:22])[N:18]([CH3:23])[C:17]=2[CH:24]=1)=[O:12].[F:26][C:27]([Si](C)(C)C)([F:29])[F:28].[F-].C[N+](C)(C)C.[F-].C([N+](CCCC)(CCCC)CCCC)CCC. Product: [Cl:1][C:2]1[CH:7]=[CH:6][C:5]([O:8][CH3:9])=[CH:4][C:3]=1[CH:10]([CH3:25])[C:11]([C:13]1[CH:14]=[CH:15][C:16]2[O:21][CH2:20][C:19](=[O:22])[N:18]([CH3:23])[C:17]=2[CH:24]=1)([OH:12])[C:27]([F:29])([F:28])[F:26]. The catalyst class is: 7. (3) The catalyst class is: 459. Product: [Cl-:20].[I:1][C:2]1[NH+:3]=[C:4]([C@@H:7]2[CH2:11][C@@H:10]([CH3:12])[CH2:9][NH2+:8]2)[NH:5][CH:6]=1.[Cl-:20]. Reactant: [I:1][C:2]1[N:3]=[C:4]([C@@H:7]2[CH2:11][C@@H:10]([CH3:12])[CH2:9][N:8]2C(OC(C)(C)C)=O)[NH:5][CH:6]=1.[ClH:20].O1CCOCC1. (4) Reactant: [Br:1][C:2]1[CH:3]=[CH:4][C:5]([O:13][CH3:14])=[C:6]2[C:11]=1[O:10][CH2:9][C@H:8]([NH2:12])[CH2:7]2.Br[CH2:16][CH2:17][CH2:18][CH2:19]Br.CCN(C(C)C)C(C)C.C(=O)([O-])O.[Na+]. Product: [Br:1][C:2]1[CH:3]=[CH:4][C:5]([O:13][CH3:14])=[C:6]2[C:11]=1[O:10][CH2:9][C@H:8]([N:12]1[CH2:19][CH2:18][CH2:17][CH2:16]1)[CH2:7]2. The catalyst class is: 3. (5) Reactant: [CH2:1]([N:8](CC1C=CC(OC)=CC=1)[C:9]1[C:18]2[C:13](=[CH:14][CH:15]=[CH:16][C:17]=2[C:19]2[CH:24]=[CH:23][CH:22]=[CH:21][CH:20]=2)[C:12]([C:25]2[CH:26]=[C:27]([S:31]([NH:34]C(C)(C)C)(=[O:33])=[O:32])[CH:28]=[N:29][CH:30]=2)=[C:11]([CH3:39])[N:10]=1)[C:2]1[CH:7]=[CH:6][CH:5]=[CH:4][CH:3]=1. Product: [CH2:1]([NH:8][C:9]1[C:18]2[C:13](=[CH:14][CH:15]=[CH:16][C:17]=2[C:19]2[CH:24]=[CH:23][CH:22]=[CH:21][CH:20]=2)[C:12]([C:25]2[CH:26]=[C:27]([S:31]([NH2:34])(=[O:33])=[O:32])[CH:28]=[N:29][CH:30]=2)=[C:11]([CH3:39])[N:10]=1)[C:2]1[CH:7]=[CH:6][CH:5]=[CH:4][CH:3]=1. The catalyst class is: 67. (6) Reactant: [N:1]1([C:5]([C:7]2[CH:28]=[CH:27][C:10]([O:11][C:12]3[CH:13]=[C:14]([CH:18]=[C:19]([O:21][C@@H:22]([CH3:26])[CH2:23][O:24][CH3:25])[CH:20]=3)[C:15]([OH:17])=O)=[C:9]([F:29])[CH:8]=2)=[O:6])[CH2:4][CH2:3][CH2:2]1.CN(C(O[N:38]1[N:46]=N[C:40]2[CH:41]=CC=[N:44][C:39]1=2)=[N+](C)C)C.F[P-](F)(F)(F)(F)F.NC1C=CN(C(OC(C)(C)C)=O)N=1.CCN(C(C)C)C(C)C.FC(F)(F)C(O)=O.C(=O)([O-])[O-].[Na+].[Na+]. Product: [N:1]1([C:5]([C:7]2[CH:28]=[CH:27][C:10]([O:11][C:12]3[CH:13]=[C:14]([CH:18]=[C:19]([O:21][C@@H:22]([CH3:26])[CH2:23][O:24][CH3:25])[CH:20]=3)[C:15]([NH:44][C:39]3[CH:40]=[CH:41][NH:46][N:38]=3)=[O:17])=[C:9]([F:29])[CH:8]=2)=[O:6])[CH2:2][CH2:3][CH2:4]1. The catalyst class is: 735.